Dataset: Retrosynthesis with 50K atom-mapped reactions and 10 reaction types from USPTO. Task: Predict the reactants needed to synthesize the given product. (1) Given the product O=C1CCC(C2CCC3(CC2)OCCO3)N1, predict the reactants needed to synthesize it. The reactants are: O=C1C=CC(C2CCC3(CC2)OCCO3)N1. (2) Given the product CCc1cc2c(=O)n(CC(=O)c3ccc(OC)cc3)c(=O)n(Cc3ccc(-c4ccc(F)cc4C#N)cc3)c2s1, predict the reactants needed to synthesize it. The reactants are: CCc1cc2c(=O)[nH]c(=O)n(Cc3ccc(-c4ccc(F)cc4C#N)cc3)c2s1.COc1ccc(C(=O)CBr)cc1. (3) Given the product O=C(O)C[C@@H](CF)N1C(=O)c2ccccc2C1=O, predict the reactants needed to synthesize it. The reactants are: O=C(C[C@@H](CF)N1C(=O)c2ccccc2C1=O)OCc1ccccc1. (4) Given the product CC(C)(C)OC(=O)NCC(=O)N1CCC[C@H]1C(=O)Nc1cn2cc(Br)sc2n1, predict the reactants needed to synthesize it. The reactants are: CC(C)(C)OC(=O)NCC(=O)N1CCC[C@H]1C(=O)O.Nc1cn2cc(Br)sc2n1.